This data is from Reaction yield outcomes from USPTO patents with 853,638 reactions. The task is: Predict the reaction yield, written as a fraction of the theoretical maximum amount of product (1.0 means a 100% yield; for example, 0.34 means a 34% yield). The reactants are CC(C1C=C(C(C)C)C(C2C=CC=CC=2P(C2CCCCC2)C2CCCCC2)=C(C(C)C)C=1)C.[B:44]1([B:44]2[O:48][C:47]([CH3:50])([CH3:49])[C:46]([CH3:52])([CH3:51])[O:45]2)[O:48][C:47]([CH3:50])([CH3:49])[C:46]([CH3:52])([CH3:51])[O:45]1.Br[C:54]1[CH:59]=[CH:58][C:57]([C:60]([F:63])([F:62])[F:61])=[CH:56][C:55]=1[C:64]1[CH2:69][CH2:68][N:67]([C:70]([O:72][C:73]([CH3:76])([CH3:75])[CH3:74])=[O:71])[CH2:66][CH:65]=1.P([O-])([O-])([O-])=O.[K+].[K+].[K+]. The catalyst is C1C=CC(/C=C/C(/C=C/C2C=CC=CC=2)=O)=CC=1.C1C=CC(/C=C/C(/C=C/C2C=CC=CC=2)=O)=CC=1.C1C=CC(/C=C/C(/C=C/C2C=CC=CC=2)=O)=CC=1.[Pd].[Pd].O1CCOCC1. The product is [CH3:50][C:47]1([CH3:49])[C:46]([CH3:51])([CH3:52])[O:45][B:44]([C:54]2[CH:59]=[CH:58][C:57]([C:60]([F:63])([F:61])[F:62])=[CH:56][C:55]=2[C:64]2[CH2:69][CH2:68][N:67]([C:70]([O:72][C:73]([CH3:76])([CH3:75])[CH3:74])=[O:71])[CH2:66][CH:65]=2)[O:48]1. The yield is 1.12.